Predict the reaction yield, written as a fraction of the theoretical maximum amount of product (1.0 means a 100% yield; for example, 0.34 means a 34% yield). From a dataset of Reaction yield outcomes from USPTO patents with 853,638 reactions. (1) The yield is 0.770. The reactants are [OH:1][CH2:2][CH2:3][CH2:4][NH:5][C:6]1[CH:13]=[CH:12][C:9]([C:10]#[N:11])=[CH:8][CH:7]=1.C(N(CC)CC)C.[C:21]1([CH3:31])[CH:26]=[CH:25][C:24]([S:27](Cl)(=[O:29])=[O:28])=[CH:23][CH:22]=1. The catalyst is CC#N. The product is [CH3:31][C:21]1[CH:26]=[CH:25][C:24]([S:27]([O:1][CH2:2][CH2:3][CH2:4][NH:5][C:6]2[CH:13]=[CH:12][C:9]([C:10]#[N:11])=[CH:8][CH:7]=2)(=[O:29])=[O:28])=[CH:23][CH:22]=1. (2) The catalyst is C([O-])(O)=O.[Na+]. The product is [CH2:1]([N:8]([CH3:19])[CH2:9][CH2:10][NH:11][C:12](=[O:18])[O:13][C:14]([CH3:15])([CH3:17])[CH3:16])[C:2]1[CH:7]=[CH:6][CH:5]=[CH:4][CH:3]=1. The yield is 0.468. The reactants are [CH2:1]([NH:8][CH2:9][CH2:10][NH:11][C:12](=[O:18])[O:13][C:14]([CH3:17])([CH3:16])[CH3:15])[C:2]1[CH:7]=[CH:6][CH:5]=[CH:4][CH:3]=1.[CH2:19]=O. (3) The reactants are [OH:1][CH2:2][C@H:3]1[N:13]2[C:14]3[N:5]([C:6](=[O:16])[CH:7]=[CH:8][C:9]=3[N:10]=[CH:11][C:12]2=[O:15])[CH2:4]1.[C:17]1([S:23](Cl)(=[O:25])=[O:24])[CH:22]=[CH:21][CH:20]=[CH:19][CH:18]=1.CCN(CC)CC.CN(C)CCO. The catalyst is C(Cl)Cl.CC(OC)(C)C. The product is [C:17]1([S:23]([O:1][CH2:2][C@H:3]2[N:13]3[C:14]4[N:5]([C:6](=[O:16])[CH:7]=[CH:8][C:9]=4[N:10]=[CH:11][C:12]3=[O:15])[CH2:4]2)(=[O:25])=[O:24])[CH:22]=[CH:21][CH:20]=[CH:19][CH:18]=1. The yield is 0.850. (4) The reactants are [N+:1]([C:4]1[CH:5]=[N:6][NH:7][CH:8]=1)([O-:3])=[O:2].C([O-])([O-])=O.[K+].[K+].Cl[CH2:16][C:17]([NH2:19])=[O:18]. The catalyst is C(#N)C. The product is [N+:1]([C:4]1[CH:5]=[N:6][N:7]([CH2:16][C:17]([NH2:19])=[O:18])[CH:8]=1)([O-:3])=[O:2]. The yield is 1.00. (5) The reactants are Br[C:2]1[C:10]2[CH:11]=[C:12]3[C:20]([C:21]([CH3:23])([CH3:22])[C:9]=2[C:8]2[C:3]=1[CH:4]=[CH:5][CH:6]([C:24]1[CH:29]=[CH:28][CH:27]=[CH:26][CH:25]=1)[CH:7]=2)=[C:19]1[C:14]([CH:15]=[CH:16][CH:17]=[CH:18]1)=[N:13]3.[C:30]1(C2C=CC=CC=2)[CH:35]=[CH:34][C:33]([N:36](C2C=CC(B3OC(C)(C)C(C)(C)O3)=CC=2)[C:37]2[CH:42]=[CH:41][CH:40]=[CH:39][CH:38]=2)=[CH:32][CH:31]=1.C(=O)([O-])[O-].[K+].[K+]. The catalyst is C1C=CC([P]([Pd]([P](C2C=CC=CC=2)(C2C=CC=CC=2)C2C=CC=CC=2)([P](C2C=CC=CC=2)(C2C=CC=CC=2)C2C=CC=CC=2)[P](C2C=CC=CC=2)(C2C=CC=CC=2)C2C=CC=CC=2)(C2C=CC=CC=2)C2C=CC=CC=2)=CC=1.C1(C)C=CC=CC=1.C(O)C. The product is [C:6]1([C:24]2[CH:25]=[CH:26][CH:27]=[CH:28][CH:29]=2)[CH:7]=[CH:8][C:3]([N:36]([C:37]2[CH:38]=[CH:39][CH:40]=[CH:41][CH:42]=2)[C:33]2[CH:32]=[CH:31][C:30]([C:2]3[C:10]4[CH:11]=[C:12]5[C:20]([C:21]([CH3:23])([CH3:22])[C:9]=4[C:8]4[C:3]=3[CH:4]=[CH:5][CH:6]([C:24]3[CH:29]=[CH:28][CH:27]=[CH:26][CH:25]=3)[CH:7]=4)=[C:19]3[C:14]([CH:15]=[CH:16][CH:17]=[CH:18]3)=[N:13]5)=[CH:35][CH:34]=2)=[CH:4][CH:5]=1. The yield is 0.578. (6) The reactants are [C:1]([O:4][CH2:5][C:6]1[C:11]([N:12]2[CH2:24][CH2:23][N:15]3[C:16]4[CH2:17][CH2:18][CH2:19][CH2:20][C:21]=4[CH:22]=[C:14]3[C:13]2=[O:25])=[CH:10][C:9]([F:26])=[CH:8][C:7]=1B1OC(C)(C)C(C)(C)O1)(=[O:3])[CH3:2].Br[C:37]1[CH:38]=[C:39]([NH:45][C:46]2[CH:51]=[CH:50][C:49]([CH:52]3[CH2:55][N:54]([CH3:56])[CH2:53]3)=[CH:48][N:47]=2)[C:40](=[O:44])[N:41]([CH3:43])[CH:42]=1. No catalyst specified. The product is [C:1]([O:4][CH2:5][C:6]1[C:11]([N:12]2[CH2:24][CH2:23][N:15]3[C:16]4[CH2:17][CH2:18][CH2:19][CH2:20][C:21]=4[CH:22]=[C:14]3[C:13]2=[O:25])=[CH:10][C:9]([F:26])=[CH:8][C:7]=1[C:37]1[CH:38]=[C:39]([NH:45][C:46]2[CH:51]=[CH:50][C:49]([CH:52]3[CH2:53][N:54]([CH3:56])[CH2:55]3)=[CH:48][N:47]=2)[C:40](=[O:44])[N:41]([CH3:43])[CH:42]=1)(=[O:3])[CH3:2]. The yield is 0.520.